Task: Predict which catalyst facilitates the given reaction.. Dataset: Catalyst prediction with 721,799 reactions and 888 catalyst types from USPTO Reactant: [F:1][C:2]1[CH:28]=[C:27]([F:29])[CH:26]=[CH:25][C:3]=1[CH2:4][O:5][C:6]1[CH:11]=[C:10]([CH3:12])[N:9]([C:13]2[CH:14]=[C:15]([CH:20]=[CH:21][C:22]=2[CH3:23])[C:16]([O:18]C)=[O:17])[C:8](=[O:24])[CH:7]=1.[OH-].[Na+].Cl. Product: [F:1][C:2]1[CH:28]=[C:27]([F:29])[CH:26]=[CH:25][C:3]=1[CH2:4][O:5][C:6]1[CH:11]=[C:10]([CH3:12])[N:9]([C:13]2[CH:14]=[C:15]([CH:20]=[CH:21][C:22]=2[CH3:23])[C:16]([OH:18])=[O:17])[C:8](=[O:24])[CH:7]=1. The catalyst class is: 20.